This data is from Reaction yield outcomes from USPTO patents with 853,638 reactions. The task is: Predict the reaction yield, written as a fraction of the theoretical maximum amount of product (1.0 means a 100% yield; for example, 0.34 means a 34% yield). The reactants are [OH:1][C:2]1[CH:3]=[C:4]([CH:8]=[CH:9][CH:10]=1)[C:5]([OH:7])=[O:6].[I:11]I.Cl. The catalyst is [NH4+].[OH-].O. The product is [OH:1][C:2]1[CH:3]=[C:4]([CH:8]=[CH:9][C:10]=1[I:11])[C:5]([OH:7])=[O:6]. The yield is 0.540.